Dataset: Catalyst prediction with 721,799 reactions and 888 catalyst types from USPTO. Task: Predict which catalyst facilitates the given reaction. Reactant: [Cl-].[Cl:2][C:3]1[C:7](Cl)=[S+:6][S:5][N:4]=1.[NH2:9][C:10]1[CH:19]=[C:18]([Br:20])[CH:17]=[CH:16][C:11]=1[C:12]([O:14][CH3:15])=[O:13]. Product: [Br:20][C:18]1[CH:17]=[CH:16][C:11]([C:12]([O:14][CH3:15])=[O:13])=[C:10](/[N:9]=[C:7]2\[C:3]([Cl:2])=[N:4][S:5][S:6]\2)[CH:19]=1. The catalyst class is: 2.